From a dataset of Full USPTO retrosynthesis dataset with 1.9M reactions from patents (1976-2016). Predict the reactants needed to synthesize the given product. Given the product [CH3:38][O:39][C:12]1([S:15]([N:18]([CH:20]([CH:24]2[CH2:25][CH2:26][N:27]([CH2:30][CH2:31][C:32]3[CH:37]=[CH:36][CH:35]=[CH:34][CH:33]=3)[CH2:28][CH2:29]2)[C:21]([OH:23])=[O:22])[CH3:19])(=[O:16])=[O:17])[CH:11]=[CH:10][C:9]([C:6]2[CH:5]=[CH:4][CH:3]=[CH:8][CH:7]=2)=[CH:14][CH2:13]1, predict the reactants needed to synthesize it. The reactants are: CO[C:3]1[CH:8]=[CH:7][C:6]([C:9]2[CH:14]=[CH:13][C:12]([S:15]([N:18]([CH:20]([CH:24]3[CH2:29][CH2:28][N:27]([CH2:30][CH2:31][C:32]4[CH:37]=[CH:36][CH:35]=[CH:34][CH:33]=4)[CH2:26][CH2:25]3)[C:21]([OH:23])=[O:22])[CH3:19])(=[O:17])=[O:16])=[CH:11][CH:10]=2)=[CH:5][CH:4]=1.[CH3:38][O:39]C(=O)C(NS(C1C=CC(C2C=CC(OC)=CC=2)=CC=1)(=O)=O)C1CCN(CCC2C=CC=CC=2)CC1.C(=O)([O-])[O-].[Cs+].[Cs+].CI.